From a dataset of NCI-60 drug combinations with 297,098 pairs across 59 cell lines. Regression. Given two drug SMILES strings and cell line genomic features, predict the synergy score measuring deviation from expected non-interaction effect. Drug 1: CC(C1=C(C=CC(=C1Cl)F)Cl)OC2=C(N=CC(=C2)C3=CN(N=C3)C4CCNCC4)N. Drug 2: CCN(CC)CCCC(C)NC1=C2C=C(C=CC2=NC3=C1C=CC(=C3)Cl)OC. Cell line: SF-268. Synergy scores: CSS=23.3, Synergy_ZIP=-2.38, Synergy_Bliss=3.96, Synergy_Loewe=0.0888, Synergy_HSA=1.53.